This data is from Forward reaction prediction with 1.9M reactions from USPTO patents (1976-2016). The task is: Predict the product of the given reaction. (1) Given the reactants Cl.[Cl:2][C:3]1[CH:8]=[C:7]([Cl:9])[CH:6]=[CH:5][C:4]=1[C:10]1[NH:15][C:14](=[O:16])[N:13]2[N:17]=[C:18]([CH:20]3[CH2:25][CH2:24][NH:23][CH2:22][CH2:21]3)[N:19]=[C:12]2[CH:11]=1.[CH2:26]=O.[Na], predict the reaction product. The product is: [Cl:2][C:3]1[CH:8]=[C:7]([Cl:9])[CH:6]=[CH:5][C:4]=1[C:10]1[NH:15][C:14](=[O:16])[N:13]2[N:17]=[C:18]([CH:20]3[CH2:25][CH2:24][N:23]([CH3:26])[CH2:22][CH2:21]3)[N:19]=[C:12]2[CH:11]=1. (2) Given the reactants [Mg].Br[C:3]1[CH:8]=[CH:7][C:6]([O:9][CH2:10][CH3:11])=[C:5]([F:12])[C:4]=1[F:13].[CH:14]([CH:16]1[CH2:21][CH2:20][C:19](=[O:22])[CH2:18][CH2:17]1)=[CH2:15].Cl, predict the reaction product. The product is: [CH2:10]([O:9][C:6]1[CH:7]=[CH:8][C:3]([C:19]2([OH:22])[CH2:20][CH2:21][CH:16]([CH:14]=[CH2:15])[CH2:17][CH2:18]2)=[C:4]([F:13])[C:5]=1[F:12])[CH3:11]. (3) The product is: [CH2:1]([C:3]1[CH:8]=[CH:7][C:6]([CH2:9][C:11]2[CH:16]=[CH:15][N:14]=[CH:13][C:12]=2[OH:17])=[CH:5][CH:4]=1)[CH3:2]. Given the reactants [CH2:1]([C:3]1[CH:8]=[CH:7][C:6]([CH:9]([C:11]2[CH:16]=[CH:15][N:14]=[CH:13][C:12]=2[OH:17])O)=[CH:5][CH:4]=1)[CH3:2], predict the reaction product. (4) Given the reactants [C:1]([O:5][C:6]([N:8]1[CH2:13][CH2:12][O:11][CH:10]([C:14]2[CH:19]=[CH:18][C:17]([OH:20])=[CH:16][CH:15]=2)[CH2:9]1)=[O:7])([CH3:4])([CH3:3])[CH3:2].I[C:22]1[CH:27]=[CH:26][CH:25]=[C:24]([CH3:28])[C:23]=1[CH3:29].N1C=CC=CC=1C(O)=O.[O-]P([O-])([O-])=O.[K+].[K+].[K+], predict the reaction product. The product is: [C:1]([O:5][C:6]([N:8]1[CH2:13][CH2:12][O:11][CH:10]([C:14]2[CH:15]=[CH:16][C:17]([O:20][C:22]3[CH:27]=[CH:26][CH:25]=[C:24]([CH3:28])[C:23]=3[CH3:29])=[CH:18][CH:19]=2)[CH2:9]1)=[O:7])([CH3:4])([CH3:2])[CH3:3]. (5) Given the reactants [CH3:1][O:2][C:3](=[O:14])[C:4]1[CH:9]=[CH:8][C:7]([N:10]([CH3:12])[CH3:11])=[CH:6][C:5]=1[Cl:13].Cl[CH2:16]Cl.C[O:19][S:20]([C:23]([F:26])([F:25])[F:24])(=[O:22])=[O:21], predict the reaction product. The product is: [F:24][C:23]([F:26])([F:25])[S:20]([O-:22])(=[O:21])=[O:19].[Cl:13][C:5]1[CH:6]=[C:7]([N+:10]([CH3:16])([CH3:11])[CH3:12])[CH:8]=[CH:9][C:4]=1[C:3]([O:2][CH3:1])=[O:14]. (6) Given the reactants CCC(C)[BH-](C(C)CC)C(C)CC.[Li+].[C:15]([O:19][C:20]([NH:22][C@@:23]1([C:41]([O:43][CH2:44][C:45]2[CH:50]=[CH:49][CH:48]=[CH:47][C:46]=2[F:51])=[O:42])[CH2:28][C:27](=[O:29])[C@@H:26]2[C@H:24]1[C@H:25]2[C:30]([O:32][CH2:33][C:34]1[CH:39]=[CH:38][CH:37]=[CH:36][C:35]=1[F:40])=[O:31])=[O:21])([CH3:18])([CH3:17])[CH3:16].C(OC(N[C@@]1(C(OCC2C=CC=CC=2F)=O)C[C@@H](O)[C@@H]2[C@H]1[C@H]2C(OCC1C=CC=CC=1F)=O)=O)(C)(C)C, predict the reaction product. The product is: [C:15]([O:19][C:20]([NH:22][C@@:23]1([C:41]([O:43][CH2:44][C:45]2[CH:50]=[CH:49][CH:48]=[CH:47][C:46]=2[F:51])=[O:42])[CH2:28][C@H:27]([OH:29])[C@@H:26]2[C@H:24]1[C@H:25]2[C:30]([O:32][CH2:33][C:34]1[CH:39]=[CH:38][CH:37]=[CH:36][C:35]=1[F:40])=[O:31])=[O:21])([CH3:18])([CH3:16])[CH3:17]. (7) Given the reactants [O:1]1[CH2:3][C@H:2]1[CH2:4][OH:5].[H-].[Na+].[Cl:8][C:9]1[N:10]=[N:11][C:12]([Cl:16])=[CH:13][C:14]=1Cl, predict the reaction product. The product is: [Cl:8][C:9]1[N:10]=[N:11][C:12]([Cl:16])=[CH:13][C:14]=1[O:5][CH2:4][C@@H:2]1[CH2:3][O:1]1.